This data is from NCI-60 drug combinations with 297,098 pairs across 59 cell lines. The task is: Regression. Given two drug SMILES strings and cell line genomic features, predict the synergy score measuring deviation from expected non-interaction effect. (1) Drug 1: C1CC(=O)NC(=O)C1N2C(=O)C3=CC=CC=C3C2=O. Drug 2: C1CCC(C(C1)N)N.C(=O)(C(=O)[O-])[O-].[Pt+4]. Cell line: OVCAR-5. Synergy scores: CSS=7.20, Synergy_ZIP=-8.31, Synergy_Bliss=-10.4, Synergy_Loewe=-21.9, Synergy_HSA=-9.86. (2) Drug 1: CCN(CC)CCNC(=O)C1=C(NC(=C1C)C=C2C3=C(C=CC(=C3)F)NC2=O)C. Drug 2: CCN(CC)CCCC(C)NC1=C2C=C(C=CC2=NC3=C1C=CC(=C3)Cl)OC. Cell line: MALME-3M. Synergy scores: CSS=23.4, Synergy_ZIP=-9.87, Synergy_Bliss=-3.67, Synergy_Loewe=1.19, Synergy_HSA=2.01. (3) Drug 1: C1=C(C(=O)NC(=O)N1)F. Drug 2: C1CC(C1)(C(=O)O)C(=O)O.[NH2-].[NH2-].[Pt+2]. Cell line: NCI/ADR-RES. Synergy scores: CSS=24.2, Synergy_ZIP=-15.0, Synergy_Bliss=-17.9, Synergy_Loewe=-15.0, Synergy_HSA=-13.2. (4) Cell line: HCT-15. Synergy scores: CSS=40.9, Synergy_ZIP=-2.48, Synergy_Bliss=1.54, Synergy_Loewe=-5.59, Synergy_HSA=1.18. Drug 2: CCC1(C2=C(COC1=O)C(=O)N3CC4=CC5=C(C=CC(=C5CN(C)C)O)N=C4C3=C2)O.Cl. Drug 1: CCC1=C2CN3C(=CC4=C(C3=O)COC(=O)C4(CC)O)C2=NC5=C1C=C(C=C5)O.